Predict the reaction yield, written as a fraction of the theoretical maximum amount of product (1.0 means a 100% yield; for example, 0.34 means a 34% yield). From a dataset of Reaction yield outcomes from USPTO patents with 853,638 reactions. The reactants are [NH2:1][C:2]1[N:7]=[C:6]([NH2:8])[C:5]([N:9]=O)=[C:4]([OH:11])[N:3]=1.S(S([O-])=O)([O-])=O.[Na+].[Na+]. The catalyst is O.[NH4+].[OH-]. The product is [NH2:1][C:2]1[N:7]=[C:6]([NH2:8])[C:5]([NH2:9])=[C:4]([OH:11])[N:3]=1. The yield is 0.830.